From a dataset of Tyrosyl-DNA phosphodiesterase HTS with 341,365 compounds. Binary Classification. Given a drug SMILES string, predict its activity (active/inactive) in a high-throughput screening assay against a specified biological target. The molecule is s1c2nc([nH]c(=O)c2c(c1C)C)CC(=O)NN. The result is 0 (inactive).